This data is from Full USPTO retrosynthesis dataset with 1.9M reactions from patents (1976-2016). The task is: Predict the reactants needed to synthesize the given product. (1) Given the product [F:1][C:2]1[CH:3]=[C:4]([C:8]([C:14]2[NH:18][N:17]=[C:16]([C:19]3[C:27]4[C:22](=[N:23][CH:24]=[C:25]([C:28]5[CH:29]=[N:30][N:31]([CH3:33])[CH:32]=5)[CH:26]=4)[NH:21][CH:20]=3)[CH:15]=2)([OH:10])[CH3:9])[CH:5]=[CH:6][CH:7]=1, predict the reactants needed to synthesize it. The reactants are: [F:1][C:2]1[CH:3]=[C:4]([C:8]([C:14]2[NH:18][N:17]=[C:16]([C:19]3[C:27]4[C:22](=[N:23][CH:24]=[C:25]([C:28]5[CH:29]=[N:30][N:31]([CH3:33])[CH:32]=5)[CH:26]=4)[NH:21][CH:20]=3)[CH:15]=2)([O:10]COC)[CH3:9])[CH:5]=[CH:6][CH:7]=1.Cl. (2) Given the product [Cl:1][C:2]1[CH:3]=[CH:4][C:5]([O:6][C:7]2[CH:12]=[CH:11][C:10]([NH:13][CH:14]([C:27]3[CH:32]=[CH:31][CH:30]=[C:29]([C:33]([F:34])([F:35])[F:36])[CH:28]=3)[CH2:15][NH2:16])=[CH:9][CH:8]=2)=[CH:37][CH:38]=1, predict the reactants needed to synthesize it. The reactants are: [Cl:1][C:2]1[CH:38]=[CH:37][C:5]([O:6][C:7]2[CH:12]=[CH:11][C:10]([NH:13][CH:14]([C:27]3[CH:32]=[CH:31][CH:30]=[C:29]([C:33]([F:36])([F:35])[F:34])[CH:28]=3)[CH2:15][NH:16]S(C3C=CC(C)=CC=3)(=O)=O)=[CH:9][CH:8]=2)=[CH:4][CH:3]=1.C1(O)C=CC=CC=1.Br. (3) Given the product [F:37][C:38]1[CH:39]=[C:40]([CH2:46][CH2:47][O:17][C:14]2[CH:13]=[CH:12][C:11]([CH2:10][CH2:9][C:3]3([CH2:2][OH:1])[CH2:7][O:6][C:5]([CH3:8])=[N:4]3)=[CH:16][CH:15]=2)[CH:41]=[CH:42][C:43]=1[O:44][CH3:45], predict the reactants needed to synthesize it. The reactants are: [OH:1][CH2:2][C:3]1([CH2:9][CH2:10][C:11]2[CH:16]=[CH:15][C:14]([OH:17])=[CH:13][CH:12]=2)[CH2:7][O:6][C:5]([CH3:8])=[N:4]1.C1(P(C2C=CC=CC=2)C2C=CC=CC=2)C=CC=CC=1.[F:37][C:38]1[CH:39]=[C:40]([CH2:46][CH2:47]O)[CH:41]=[CH:42][C:43]=1[O:44][CH3:45].C1C=CC(COC(/N=N/C(OCC2C=CC=CC=2)=O)=O)=CC=1. (4) Given the product [F:1][C:2]1[CH:3]=[CH:4][C:5]([C:8](=[C:16]2[CH2:17][C:18]([CH3:25])([CH3:24])[CH2:19][C:20]([CH3:23])([CH3:22])[CH2:21]2)[C:9]2[CH:14]=[CH:13][C:12]([O:15][CH2:36][C:35]([O:34][CH2:32][CH3:33])=[O:38])=[CH:11][CH:10]=2)=[CH:6][CH:7]=1, predict the reactants needed to synthesize it. The reactants are: [F:1][C:2]1[CH:7]=[CH:6][C:5]([C:8](=[C:16]2[CH2:21][C:20]([CH3:23])([CH3:22])[CH2:19][C:18]([CH3:25])([CH3:24])[CH2:17]2)[C:9]2[CH:14]=[CH:13][C:12]([OH:15])=[CH:11][CH:10]=2)=[CH:4][CH:3]=1.C([O-])([O-])=O.[K+].[K+].[CH2:32]([O:34][C:35](=[O:38])[CH2:36]Br)[CH3:33]. (5) The reactants are: [NH3:1].[F:2][C:3]1[N:8]=[C:7]([C:9](=[NH:11])[O-])[C:6](=[O:12])[NH:5][CH:4]=1. Given the product [F:2][C:3]1[N:8]=[C:7]([C:9](=[NH:1])[NH2:11])[C:6](=[O:12])[NH:5][CH:4]=1, predict the reactants needed to synthesize it. (6) Given the product [CH:1]1([N:6]([C:7]2[CH:12]=[CH:11][C:10]([C:13]([OH:26])([C:14]([F:16])([F:17])[F:15])[C:18]#[C:19][C:20]3[CH:21]=[CH:22][CH:23]=[CH:24][CH:25]=3)=[CH:9][CH:8]=2)[S:35]([C:29]2[CH:30]=[C:31]([Cl:34])[CH:32]=[CH:33][C:28]=2[Cl:27])(=[O:37])=[O:36])[CH2:2][CH2:3][CH2:4][CH2:5]1, predict the reactants needed to synthesize it. The reactants are: [CH:1]1([NH:6][C:7]2[CH:12]=[CH:11][C:10]([C:13]([OH:26])([C:18]#[C:19][C:20]3[CH:25]=[CH:24][CH:23]=[CH:22][CH:21]=3)[C:14]([F:17])([F:16])[F:15])=[CH:9][CH:8]=2)[CH2:5][CH2:4][CH2:3][CH2:2]1.[Cl:27][C:28]1[CH:33]=[CH:32][C:31]([Cl:34])=[CH:30][C:29]=1[S:35](Cl)(=[O:37])=[O:36]. (7) Given the product [NH:9]1[C:10]2[CH:11]=[CH:12][CH:13]=[C:5]([C:3]([OH:4])=[O:2])[C:6]=2[CH:7]=[N:8]1, predict the reactants needed to synthesize it. The reactants are: C[O:2][C:3]([C:5]1[C:6]2[CH:7]=[N:8][NH:9][C:10]=2[CH:11]=[CH:12][CH:13]=1)=[O:4].[OH-].[Na+]. (8) Given the product [CH3:10][C:9]1([C:12]2[N:13]=[N:14][N:15]([CH:17]3[CH2:18][CH2:19][N:20]([C:23]4[CH:28]=[CH:27][C:26]([N:29]5[CH2:33][C@H:32]([CH2:34][NH:35][C:36](=[O:38])[CH3:37])[O:31][C:30]5=[O:39])=[CH:25][C:24]=4[F:40])[CH2:21][CH2:22]3)[CH:16]=2)[CH2:4][O:11]1, predict the reactants needed to synthesize it. The reactants are: [H-].[Na+].[I-].[CH3:4][S+](C)(C)=O.[C:9]([C:12]1[N:13]=[N:14][N:15]([CH:17]2[CH2:22][CH2:21][N:20]([C:23]3[CH:28]=[CH:27][C:26]([N:29]4[CH2:33][C@H:32]([CH2:34][NH:35][C:36](=[O:38])[CH3:37])[O:31][C:30]4=[O:39])=[CH:25][C:24]=3[F:40])[CH2:19][CH2:18]2)[CH:16]=1)(=[O:11])[CH3:10]. (9) Given the product [O:24]=[C:23]1[C:22]([CH2:21][C:18]2[CH:19]=[CH:20][C:15]([C:10]3[C:9]([C:7]#[N:8])=[CH:14][CH:13]=[CH:12][CH:11]=3)=[CH:16][CH:17]=2)=[C:28]([CH2:29][CH2:30][CH3:31])[N:2]2[N:1]=[CH:5][N:4]=[C:3]2[NH:6]1, predict the reactants needed to synthesize it. The reactants are: [N:1]1[N:2]=[C:3]([NH2:6])[NH:4][CH:5]=1.[C:7]([C:9]1[CH:14]=[CH:13][CH:12]=[CH:11][C:10]=1[C:15]1[CH:20]=[CH:19][C:18]([CH2:21][CH:22]([C:28](=O)[CH2:29][CH2:30][CH3:31])[C:23](OCC)=[O:24])=[CH:17][CH:16]=1)#[N:8].